The task is: Predict the reactants needed to synthesize the given product.. This data is from Full USPTO retrosynthesis dataset with 1.9M reactions from patents (1976-2016). (1) Given the product [C:15]([C:14]1[CH:17]=[CH:18][CH:19]=[CH:20][C:13]=1[CH2:12][S:1][C:2]1[CH:7]=[CH:6][C:5]([B:8]([OH:10])[OH:9])=[CH:4][CH:3]=1)#[N:16], predict the reactants needed to synthesize it. The reactants are: [SH:1][C:2]1[CH:7]=[CH:6][C:5]([B:8]([OH:10])[OH:9])=[CH:4][CH:3]=1.Br[CH2:12][C:13]1[CH:20]=[CH:19][CH:18]=[CH:17][C:14]=1[C:15]#[N:16].C(=O)([O-])[O-].[K+].[K+]. (2) Given the product [CH3:12][C:7]1[C:6]([C:4](=[O:5])[CH3:18])=[C:10]([CH3:11])[O:9][N:8]=1, predict the reactants needed to synthesize it. The reactants are: CON(C)[C:4]([C:6]1[C:7]([CH3:12])=[N:8][O:9][C:10]=1[CH3:11])=[O:5].C[Mg+].[Br-].Cl.[C:18](OCC)(=O)C.